From a dataset of Reaction yield outcomes from USPTO patents with 853,638 reactions. Predict the reaction yield, written as a fraction of the theoretical maximum amount of product (1.0 means a 100% yield; for example, 0.34 means a 34% yield). (1) The reactants are [CH3:1][O:2][C:3](=[O:19])[C:4]1[CH:9]=[C:8]([N:10]2[CH:15]=[CH:14][C:13]([CH3:16])=[CH:12][C:11]2=[O:17])[CH:7]=[C:6]([NH2:18])[CH:5]=1.[N-:20]=[N+:21]=[N-:22].[Na+].[CH:24](OCC)(OCC)OCC. The catalyst is CC(O)=O. The product is [CH3:1][O:2][C:3](=[O:19])[C:4]1[CH:5]=[C:6]([N:18]2[CH:24]=[N:22][N:21]=[N:20]2)[CH:7]=[C:8]([N:10]2[CH:15]=[CH:14][C:13]([CH3:16])=[CH:12][C:11]2=[O:17])[CH:9]=1. The yield is 1.00. (2) The yield is 0.270. The reactants are [NH2:1][C:2]1[N:7]=[CH:6][N:5]=[C:4]2[N:8]([CH2:19][C:20]3[O:21][C:22]4[C:27]([C:28](=[O:36])[C:29]=3[C:30]3[CH:35]=[CH:34][CH:33]=[CH:32][CH:31]=3)=[CH:26][CH:25]=[CH:24][CH:23]=4)[N:9]=[C:10]([C:11]3[CH:16]=[CH:15][CH:14]=[C:13]([O:17]C)[CH:12]=3)[C:3]=12. The product is [NH2:1][C:2]1[N:7]=[CH:6][N:5]=[C:4]2[N:8]([CH2:19][C:20]3[O:21][C:22]4[C:27]([C:28](=[O:36])[C:29]=3[C:30]3[CH:31]=[CH:32][CH:33]=[CH:34][CH:35]=3)=[CH:26][CH:25]=[CH:24][CH:23]=4)[N:9]=[C:10]([C:11]3[CH:16]=[CH:15][CH:14]=[C:13]([OH:17])[CH:12]=3)[C:3]=12. The catalyst is ClCCl.B(Br)(Br)Br. (3) The reactants are [Li]CCCC.[CH3:6][C:7]1[N:8]([C:13]2[CH:18]=[C:17]([CH3:19])[CH:16]=[C:15]([CH2:20]CC3C=CC=C(I)C=3)[N:14]=2)[C:9]([CH3:12])=[CH:10][CH:11]=1.[CH3:29][C:30]1[N:31]([C:36]2[CH:41]=[C:40]([CH3:42])[CH:39]=[C:38]([CH2:43][CH2:44][C:45]3[CH:50]=[CH:49][CH:48]=[C:47]([CH:51]=[CH:52][N+:53]([O-:55])=[O:54])[CH:46]=3)[N:37]=2)[C:32]([CH3:35])=[CH:33][CH:34]=1. No catalyst specified. The product is [CH3:35][C:32]1[N:31]([C:36]2[CH:41]=[C:40]([CH3:42])[CH:39]=[C:38]([CH2:43][CH2:44][C:45]3[CH:50]=[CH:49][CH:48]=[C:47]([CH:51]([CH2:52][N+:53]([O-:55])=[O:54])[CH2:20][C:15]4[CH:16]=[C:17]([CH3:19])[CH:18]=[C:13]([N:8]5[C:9]([CH3:12])=[CH:10][CH:11]=[C:7]5[CH3:6])[N:14]=4)[CH:46]=3)[N:37]=2)[C:30]([CH3:29])=[CH:34][CH:33]=1. The yield is 0.610. (4) The reactants are [CH2:1](O)[CH2:2][CH2:3][CH2:4][CH2:5][CH2:6][CH2:7][CH2:8][CH2:9][CH2:10][CH2:11][CH2:12][CH2:13][CH2:14][CH2:15][CH2:16][CH2:17][CH3:18].C1C=CC(P(C2C=CC=CC=2)C2C=CC=CC=2)=CC=1.C(Br)(Br)(Br)[Br:40]. The catalyst is C(Cl)Cl. The product is [Br:40][CH2:1][CH2:2][CH2:3][CH2:4][CH2:5][CH2:6][CH2:7][CH2:8][CH2:9][CH2:10][CH2:11][CH2:12][CH2:13][CH2:14][CH2:15][CH2:16][CH2:17][CH3:18]. The yield is 0.960. (5) The reactants are C([O:8][C:9]1[C:13]([CH2:14][C:15]([O:17][CH3:18])=[O:16])=[CH:12][N:11]([C:19]2[CH:24]=[CH:23][CH:22]=[CH:21][CH:20]=2)[N:10]=1)C1C=CC=CC=1.O1CCCC1. The catalyst is [C].[Pd].CO. The product is [OH:8][C:9]1[C:13]([CH2:14][C:15]([O:17][CH3:18])=[O:16])=[CH:12][N:11]([C:19]2[CH:24]=[CH:23][CH:22]=[CH:21][CH:20]=2)[N:10]=1. The yield is 0.930.